This data is from Forward reaction prediction with 1.9M reactions from USPTO patents (1976-2016). The task is: Predict the product of the given reaction. (1) Given the reactants [F:1][C:2]1[CH:10]=[C:9]2[C:5]([C:6]([C:11]3[CH:12]=[CH:13][C:14]4[N:18]=[C:17]([CH:19]5[CH2:24][CH2:23][N:22](C(OC(C)(C)C)=O)[CH2:21][CH2:20]5)[NH:16][C:15]=4[CH:32]=3)=[CH:7][NH:8]2)=[CH:4][CH:3]=1.Cl, predict the reaction product. The product is: [F:1][C:2]1[CH:10]=[C:9]2[C:5]([C:6]([C:11]3[CH:12]=[CH:13][C:14]4[N:18]=[C:17]([CH:19]5[CH2:20][CH2:21][NH:22][CH2:23][CH2:24]5)[NH:16][C:15]=4[CH:32]=3)=[CH:7][NH:8]2)=[CH:4][CH:3]=1. (2) Given the reactants C(OC([N:8]([C:26]1[CH:30]=[C:29]([CH3:31])[N:28](C(OC(C)(C)C)=O)[N:27]=1)[C:9]1[C:18]2[C:13](=[CH:14][C:15](C(O)=O)=[CH:16][CH:17]=2)[C:12](=[O:22])[N:11]([CH:23]([CH3:25])[CH3:24])[N:10]=1)=O)(C)(C)C.[C:39]([O-:42])([O-])=[O:40].[K+].[K+].[CH3:45]I, predict the reaction product. The product is: [CH3:45][O:42][C:39]([C:15]1[CH:14]=[C:13]2[C:18](=[CH:17][CH:16]=1)[C:9]([NH:8][C:26]1[CH:30]=[C:29]([CH3:31])[NH:28][N:27]=1)=[N:10][N:11]([CH:23]([CH3:25])[CH3:24])[C:12]2=[O:22])=[O:40]. (3) Given the reactants [Cl:1][C:2]1[N:3]=[C:4]([NH:11][C:12]2[CH:16]=[C:15]([C:17]([OH:19])=O)[NH:14][N:13]=2)[C:5]2[O:10][CH:9]=[CH:8][C:6]=2[N:7]=1.CN(C(ON1N=NC2C=CC=NC1=2)=[N+](C)C)C.F[P-](F)(F)(F)(F)F.CCN(C(C)C)C(C)C.[N:53]1[CH:58]=[CH:57][C:56]([NH2:59])=[CH:55][CH:54]=1, predict the reaction product. The product is: [Cl:1][C:2]1[N:3]=[C:4]([NH:11][C:12]2[CH:16]=[C:15]([C:17]([NH:59][C:56]3[CH:57]=[CH:58][N:53]=[CH:54][CH:55]=3)=[O:19])[NH:14][N:13]=2)[C:5]2[O:10][CH:9]=[CH:8][C:6]=2[N:7]=1. (4) The product is: [F:39][C:22]([F:21])([F:38])[O:23][C:24]1[CH:29]=[CH:28][C:27]([N:30]2[CH:34]=[C:33]([C:35]([NH:1][C:2]3[CH:7]=[CH:6][C:5]([C@@H:8]4[O:13][CH2:12][CH2:11][N:10]([C:14]([O:16][C:17]([CH3:20])([CH3:19])[CH3:18])=[O:15])[CH2:9]4)=[CH:4][CH:3]=3)=[O:36])[CH:32]=[N:31]2)=[CH:26][CH:25]=1. Given the reactants [NH2:1][C:2]1[CH:7]=[CH:6][C:5]([C@@H:8]2[O:13][CH2:12][CH2:11][N:10]([C:14]([O:16][C:17]([CH3:20])([CH3:19])[CH3:18])=[O:15])[CH2:9]2)=[CH:4][CH:3]=1.[F:21][C:22]([F:39])([F:38])[O:23][C:24]1[CH:29]=[CH:28][C:27]([N:30]2[CH:34]=[C:33]([C:35](O)=[O:36])[CH:32]=[N:31]2)=[CH:26][CH:25]=1.CN(C(ON1N=NC2C=CC=CC1=2)=[N+](C)C)C.F[P-](F)(F)(F)(F)F.CN1CCOCC1, predict the reaction product. (5) The product is: [CH:1]([C:3]1[CH:4]=[C:5]([S:20]([NH:23][C:31](=[O:32])[CH2:30][C:24]2[CH:29]=[CH:28][CH:27]=[CH:26][CH:25]=2)(=[O:22])=[O:21])[CH:6]=[C:7]([C:11]2[CH:16]=[CH:15][CH:14]=[C:13]([N+:17]([O-:19])=[O:18])[CH:12]=2)[C:8]=1[O:9][CH3:10])=[O:2]. Given the reactants [CH:1]([C:3]1[CH:4]=[C:5]([S:20]([NH2:23])(=[O:22])=[O:21])[CH:6]=[C:7]([C:11]2[CH:16]=[CH:15][CH:14]=[C:13]([N+:17]([O-:19])=[O:18])[CH:12]=2)[C:8]=1[O:9][CH3:10])=[O:2].[C:24]1([CH2:30][C:31](Cl)=[O:32])[CH:29]=[CH:28][CH:27]=[CH:26][CH:25]=1, predict the reaction product.